Predict the product of the given reaction. From a dataset of Forward reaction prediction with 1.9M reactions from USPTO patents (1976-2016). (1) Given the reactants [F:1][C:2]([F:22])([F:21])[C:3]([N:5]1[CH2:11][CH:10]([CH3:12])[C:9]2[CH:13]=[C:14]([Br:19])[C:15]([O:17]C)=[CH:16][C:8]=2[CH2:7][CH:6]1[CH3:20])=[O:4].B(Br)(Br)Br, predict the reaction product. The product is: [F:21][C:2]([F:1])([F:22])[C:3]([N:5]1[CH2:11][CH:10]([CH3:12])[C:9]2[CH:13]=[C:14]([Br:19])[C:15]([OH:17])=[CH:16][C:8]=2[CH2:7][CH:6]1[CH3:20])=[O:4]. (2) The product is: [Si:1]([O:8][C@H:9]([CH2:10][CH:11]([C:27]1[CH:26]=[CH:25][CH:24]=[C:23]([F:22])[CH:28]=1)[OH:21])[CH2:13][NH:12][C:14](=[O:15])[O:16][C:17]([CH3:20])([CH3:19])[CH3:18])([C:4]([CH3:7])([CH3:6])[CH3:5])([CH3:3])[CH3:2]. Given the reactants [Si:1]([O:8][C@H:9]1[CH2:13][N:12]([C:14]([O:16][C:17]([CH3:20])([CH3:19])[CH3:18])=[O:15])[C:11](=[O:21])[CH2:10]1)([C:4]([CH3:7])([CH3:6])[CH3:5])([CH3:3])[CH3:2].[F:22][C:23]1[CH:24]=[C:25]([Mg]Br)[CH:26]=[CH:27][CH:28]=1.[BH4-].[Na+].[NH4+].[Cl-], predict the reaction product. (3) Given the reactants C([O:8][C:9]([C:11]1[CH:20]=[CH:19][C:18]2[C:13](=[CH:14][CH:15]=[CH:16][C:17]=2[O:21][CH2:22][C:23]2[CH:28]=[CH:27][CH:26]=[CH:25][CH:24]=2)[C:12]=1[O:29][CH2:30][C:31]1[CH:36]=[CH:35][CH:34]=[CH:33][CH:32]=1)=[O:10])C1C=CC=CC=1.CO.[OH-].[Na+].C(O)(=O)CC(CC(O)=O)(C(O)=O)O, predict the reaction product. The product is: [CH2:30]([O:29][C:12]1[C:13]2[C:18](=[C:17]([O:21][CH2:22][C:23]3[CH:28]=[CH:27][CH:26]=[CH:25][CH:24]=3)[CH:16]=[CH:15][CH:14]=2)[CH:19]=[CH:20][C:11]=1[C:9]([OH:10])=[O:8])[C:31]1[CH:36]=[CH:35][CH:34]=[CH:33][CH:32]=1. (4) Given the reactants [Cl:1][C:2]1[CH:7]=[C:6]([C:8]([NH:10][CH3:11])=[O:9])[CH:5]=[CH:4][C:3]=1[O:12][C:13]1[CH:30]=[CH:29][C:16]2[CH2:17][CH2:18][N:19]([C:22](OC(C)(C)C)=O)[CH2:20][CH2:21][C:15]=2[CH:14]=1.[C:31]1(=O)[CH2:34]C[CH2:32]1, predict the reaction product. The product is: [Cl:1][C:2]1[CH:7]=[C:6]([CH:5]=[CH:4][C:3]=1[O:12][C:13]1[CH:30]=[CH:29][C:16]2[CH2:17][CH2:18][N:19]([CH:22]3[CH2:34][CH2:31][CH2:32]3)[CH2:20][CH2:21][C:15]=2[CH:14]=1)[C:8]([NH:10][CH3:11])=[O:9]. (5) Given the reactants [CH3:1][O:2][C:3]1[CH:8]=[CH:7][CH:6]=[CH:5][C:4]=1[C:9]1[C:10]2[N:11]([N:15]=[C:16]([NH2:18])[N:17]=2)[CH:12]=[CH:13][CH:14]=1.Br[C:20]1[CH:25]=[CH:24][C:23]([N:26]2[CH2:31][CH2:30][N:29]([CH3:32])[CH2:28][CH2:27]2)=[CH:22][CH:21]=1.C1(P(C2CCCCC2)C2C=CC=CC=2C2C=CC=CC=2P(C2CCCCC2)C2CCCCC2)CCCCC1, predict the reaction product. The product is: [CH3:1][O:2][C:3]1[CH:8]=[CH:7][CH:6]=[CH:5][C:4]=1[C:9]1[C:10]2[N:11]([N:15]=[C:16]([NH:18][C:20]3[CH:21]=[CH:22][C:23]([N:26]4[CH2:31][CH2:30][N:29]([CH3:32])[CH2:28][CH2:27]4)=[CH:24][CH:25]=3)[N:17]=2)[CH:12]=[CH:13][CH:14]=1. (6) Given the reactants [CH:1]1([CH2:4][NH:5][CH:6]2[CH2:9][N:8]([C:10]([C:12]3[CH:13]=[C:14]([CH:27]=[CH:28][C:29]=3[F:30])[CH2:15][C:16]3[C:25]4[C:20](=[CH:21][CH:22]=[CH:23][CH:24]=4)[C:19](=[O:26])[NH:18][N:17]=3)=[O:11])[CH2:7]2)[CH2:3][CH2:2]1.[ClH:31], predict the reaction product. The product is: [ClH:31].[CH:1]1([CH2:4][NH:5][CH:6]2[CH2:9][N:8]([C:10]([C:12]3[CH:13]=[C:14]([CH:27]=[CH:28][C:29]=3[F:30])[CH2:15][C:16]3[C:25]4[C:20](=[CH:21][CH:22]=[CH:23][CH:24]=4)[C:19](=[O:26])[NH:18][N:17]=3)=[O:11])[CH2:7]2)[CH2:3][CH2:2]1.